From a dataset of Full USPTO retrosynthesis dataset with 1.9M reactions from patents (1976-2016). Predict the reactants needed to synthesize the given product. (1) Given the product [C:35]([N:32]1[CH2:33][CH2:34][C:29]2[N:28]([CH:38]3[CH2:39][CH2:40][O:41][CH2:42][CH2:43]3)[N:27]=[C:26]([N:13]3[C:14]4[C:9](=[CH:8][C:7]([C:5]5[CH:4]=[N:3][N:2]([CH3:1])[CH:6]=5)=[C:16]([B:17]([OH:18])[OH:21])[CH:15]=4)[CH2:10][CH2:11][CH2:12]3)[C:30]=2[CH2:31]1)(=[O:37])[CH3:36], predict the reactants needed to synthesize it. The reactants are: [CH3:1][N:2]1[CH:6]=[C:5]([C:7]2[CH:8]=[C:9]3[C:14](=[CH:15][C:16]=2[B:17]2[O:21]C(C)(C)C(C)(C)[O:18]2)[N:13]([C:26]2[C:30]4[CH2:31][N:32]([C:35](=[O:37])[CH3:36])[CH2:33][CH2:34][C:29]=4[N:28]([CH:38]4[CH2:43][CH2:42][O:41][CH2:40][CH2:39]4)[N:27]=2)[CH2:12][CH2:11][CH2:10]3)[CH:4]=[N:3]1.I([O-])(=O)(=O)=O.[Na+]. (2) The reactants are: [Br:1][C:2]1[C:3]([O:22]C)=[C:4]([C:10]2[C:19](=[O:20])[C:18]3[C:13](=[CH:14][C:15]([OH:21])=[CH:16][CH:17]=3)[O:12][CH:11]=2)[CH:5]=[C:6]([O:8]C)[CH:7]=1.B(Br)(Br)Br. Given the product [Br:1][C:2]1[C:3]([OH:22])=[C:4]([C:10]2[C:19](=[O:20])[C:18]3[C:13](=[CH:14][C:15]([OH:21])=[CH:16][CH:17]=3)[O:12][CH:11]=2)[CH:5]=[C:6]([OH:8])[CH:7]=1, predict the reactants needed to synthesize it. (3) Given the product [I:1][C:2]1[C:10]2[C:5](=[CH:6][CH:7]=[CH:8][CH:9]=2)[N:4]([CH:23]2[CH2:24][N:25]([C:27]([O:29][C:30]([CH3:33])([CH3:32])[CH3:31])=[O:28])[CH2:26]2)[N:3]=1, predict the reactants needed to synthesize it. The reactants are: [I:1][C:2]1[C:10]2[C:5](=[CH:6][CH:7]=[CH:8][CH:9]=2)[NH:4][N:3]=1.[H-].[Na+].C1(C)C=CC(S(O[CH:23]2[CH2:26][N:25]([C:27]([O:29][C:30]([CH3:33])([CH3:32])[CH3:31])=[O:28])[CH2:24]2)(=O)=O)=CC=1.O. (4) Given the product [NH2:11][C:8]1[CH:9]=[C:10]2[C:5](=[CH:6][C:7]=1[N+:15]([O-:17])=[O:16])[N:4]([CH2:21][C:22]1[CH:27]=[CH:26][C:25]([O:28][CH3:29])=[C:24]([F:30])[CH:23]=1)[C:3](=[O:18])[C:2]2([CH3:1])[CH3:19], predict the reactants needed to synthesize it. The reactants are: [CH3:1][C:2]1([CH3:19])[C:10]2[C:5](=[CH:6][C:7]([N+:15]([O-:17])=[O:16])=[C:8]([NH:11]C(=O)C)[CH:9]=2)[NH:4][C:3]1=[O:18].Br[CH2:21][C:22]1[CH:27]=[CH:26][C:25]([O:28][CH3:29])=[C:24]([F:30])[CH:23]=1.C([O-])([O-])=O.[K+].[K+]. (5) Given the product [F:1][C:2]([F:45])([F:44])[C:3]1[CH:4]=[C:5]([C@H:13]2[O:17][C:16](=[O:18])[N:15]([CH2:19][C:20]3[C:25]([N:26]([CH2:29][C@H:30]4[CH2:35][CH2:34][C@H:33]([CH2:36][C:37]([O:39][CH2:40][CH3:41])=[O:38])[CH2:32][CH2:31]4)[CH2:27][CH3:28])=[CH:24][CH:23]=[C:22]([C:46]([CH3:48])=[CH2:47])[N:21]=3)[C@H:14]2[CH3:43])[CH:6]=[C:7]([C:9]([F:12])([F:11])[F:10])[CH:8]=1, predict the reactants needed to synthesize it. The reactants are: [F:1][C:2]([F:45])([F:44])[C:3]1[CH:4]=[C:5]([C@H:13]2[O:17][C:16](=[O:18])[N:15]([CH2:19][C:20]3[C:25]([N:26]([CH2:29][C@H:30]4[CH2:35][CH2:34][C@H:33]([CH2:36][C:37]([O:39][CH2:40][CH3:41])=[O:38])[CH2:32][CH2:31]4)[CH2:27][CH3:28])=[CH:24][CH:23]=[C:22](Cl)[N:21]=3)[C@H:14]2[CH3:43])[CH:6]=[C:7]([C:9]([F:12])([F:11])[F:10])[CH:8]=1.[CH:46]1(B(O)O)[CH2:48][CH2:47]1.